From a dataset of Forward reaction prediction with 1.9M reactions from USPTO patents (1976-2016). Predict the product of the given reaction. (1) Given the reactants [CH3:1][O:2][C:3]1[CH:4]=[C:5]([CH2:9][C:10](O)=O)[CH:6]=[CH:7][CH:8]=1.[C:13]1([NH:19][C:20](=[S:23])[NH:21][NH2:22])[CH:18]=[CH:17][CH:16]=[CH:15][CH:14]=1, predict the reaction product. The product is: [CH3:1][O:2][C:3]1[CH:4]=[C:5]([CH:6]=[CH:7][CH:8]=1)[CH2:9][C:10]1[N:19]([C:13]2[CH:14]=[CH:15][CH:16]=[CH:17][CH:18]=2)[C:20](=[S:23])[NH:21][N:22]=1. (2) Given the reactants F[C:2]1[CH:7]=[CH:6][CH:5]=[CH:4][C:3]=1[CH:8]1[CH2:13][CH2:12][CH2:11][N:10]([C:14]([C:16]2[CH:21]=[CH:20][N:19]=[C:18]([N:22]([CH3:24])[CH3:23])[CH:17]=2)=[O:15])[CH2:9]1.Cl.CN(C)C1C=C(C=CN=1)[C:31](O)=[O:32].COC1C=C([C@@H]2CCCNC2)C=CC=1, predict the reaction product. The product is: [CH3:31][O:32][C:7]1[CH:2]=[C:3]([C@@H:8]2[CH2:13][CH2:12][CH2:11][N:10]([C:14]([C:16]3[CH:21]=[CH:20][N:19]=[C:18]([N:22]([CH3:24])[CH3:23])[CH:17]=3)=[O:15])[CH2:9]2)[CH:4]=[CH:5][CH:6]=1. (3) Given the reactants [Cl:1]C1C=C(C=C(Cl)C=1)CC1CCN(C(OC(C)(C)C)=O)CC1.[CH:23]1([C:26]2[C:27]([CH2:40][N:41]3[CH2:44][CH:43]([O:45][C:46]4[CH:51]=[C:50]([Cl:52])[CH:49]=[C:48]([Cl:53])[CH:47]=4)[CH2:42]3)=[CH:28][C:29]([F:39])=[C:30]([CH:38]=2)[C:31]([O:33]C(C)(C)C)=[O:32])[CH2:25][CH2:24]1, predict the reaction product. The product is: [ClH:1].[CH:23]1([C:26]2[C:27]([CH2:40][N:41]3[CH2:44][CH:43]([O:45][C:46]4[CH:51]=[C:50]([Cl:52])[CH:49]=[C:48]([Cl:53])[CH:47]=4)[CH2:42]3)=[CH:28][C:29]([F:39])=[C:30]([CH:38]=2)[C:31]([OH:33])=[O:32])[CH2:25][CH2:24]1. (4) Given the reactants O[C:2]1[CH:7]=[CH:6][C:5]([Br:8])=[CH:4][C:3]=1[NH:9][C:10](=[O:22])[C:11]1[CH:16]=[CH:15][C:14]([O:17][CH3:18])=[C:13]([N+:19]([O-:21])=[O:20])[CH:12]=1.O.C1(C)C(S(O)(=O)=O)=CC=CC=1, predict the reaction product. The product is: [N+:19]([C:13]1[CH:12]=[C:11]([C:10]2[O:22][C:2]3[CH:7]=[CH:6][C:5]([Br:8])=[CH:4][C:3]=3[N:9]=2)[CH:16]=[CH:15][C:14]=1[O:17][CH3:18])([O-:21])=[O:20].